From a dataset of Catalyst prediction with 721,799 reactions and 888 catalyst types from USPTO. Predict which catalyst facilitates the given reaction. (1) Reactant: [C:1]([O:5][C:6]([N:8]1[CH:12]([C:13]2[CH:18]=[CH:17][C:16]([C:19]([OH:21])=O)=[CH:15][CH:14]=2)[CH2:11][O:10][C:9]1([CH3:23])[CH3:22])=[O:7])([CH3:4])([CH3:3])[CH3:2].CN1CCOCC1.CN(C(ON1N=NC2C=CC=CC1=2)=[N+](C)C)C.[B-](F)(F)(F)F.[Cl:53][C:54]1[CH:60]=[CH:59][C:57]([NH2:58])=[CH:56][CH:55]=1. Product: [C:1]([O:5][C:6]([N:8]1[CH:12]([C:13]2[CH:18]=[CH:17][C:16]([C:19](=[O:21])[NH:58][C:57]3[CH:59]=[CH:60][C:54]([Cl:53])=[CH:55][CH:56]=3)=[CH:15][CH:14]=2)[CH2:11][O:10][C:9]1([CH3:23])[CH3:22])=[O:7])([CH3:2])([CH3:3])[CH3:4]. The catalyst class is: 1. (2) Reactant: B(Br)(Br)Br.[F:5][C:6]1[C:38]([O:39]C)=[CH:37][CH:36]=[CH:35][C:7]=1[O:8][C@@H:9]1[CH2:13][CH2:12][N:11]([C:14]([CH3:34])([CH3:33])[CH2:15][CH2:16][C:17]([C:27]2[CH:32]=[CH:31][CH:30]=[CH:29][CH:28]=2)([C:21]2[CH:26]=[CH:25][CH:24]=[CH:23][CH:22]=2)[C:18]([NH2:20])=[O:19])[CH2:10]1. Product: [NH3:11].[F:5][C:6]1[C:38]([OH:39])=[CH:37][CH:36]=[CH:35][C:7]=1[O:8][C@@H:9]1[CH2:13][CH2:12][N:11]([C:14]([CH3:34])([CH3:33])[CH2:15][CH2:16][C:17]([C:21]2[CH:22]=[CH:23][CH:24]=[CH:25][CH:26]=2)([C:27]2[CH:32]=[CH:31][CH:30]=[CH:29][CH:28]=2)[C:18]([NH2:20])=[O:19])[CH2:10]1. The catalyst class is: 4. (3) Reactant: [F:1][C:2]1[CH:3]=[C:4]([CH2:8][C:9]([OH:11])=[O:10])[CH:5]=[CH:6][CH:7]=1.[N+:12]([O-])([O-:14])=[O:13].[NH4+].FC(F)(F)C(OC(=O)C(F)(F)F)=O.O. Product: [F:1][C:2]1[CH:7]=[CH:6][C:5]([N+:12]([O-:14])=[O:13])=[C:4]([CH2:8][C:9]([OH:11])=[O:10])[CH:3]=1. The catalyst class is: 22. (4) Product: [CH3:16][N:9]1[C:10]2[C:6](=[CH:5][C:4]([N+:1]([O-:3])=[O:2])=[CH:12][N:11]=2)[CH:7]=[CH:8]1. The catalyst class is: 3. Reactant: [N+:1]([C:4]1[CH:5]=[C:6]2[C:10](=[N:11][CH:12]=1)[NH:9][CH:8]=[CH:7]2)([O-:3])=[O:2].[H-].[Na+].I[CH3:16].O. (5) Reactant: [Li].[C:2]([C:6]#[CH:7])([CH3:5])([CH3:4])[CH3:3].[CH:8]([CH:10]=[CH2:11])=[O:9].C(O)(C)C. Product: [CH3:3][C:2]([CH3:5])([CH3:4])[C:6]#[C:7][CH:8]([OH:9])[CH:10]=[CH2:11]. The catalyst class is: 7. (6) Reactant: [CH2:1]([O:8][C:9]([N:11]1[CH2:16][CH2:15][CH:14]([CH2:17][O:18][C:19]2[CH:24]=[CH:23][C:22]([N+:25]([O-:27])=[O:26])=[CH:21][CH:20]=2)[CH2:13][CH2:12]1)=[O:10])[C:2]1[CH:7]=[CH:6][CH:5]=[CH:4][CH:3]=1.Cl[CH2:29][S:30]([C:33]1[C:42]2[C:37](=[CH:38][CH:39]=[CH:40][CH:41]=2)[CH:36]=[CH:35][CH:34]=1)(=[O:32])=[O:31].CC(C)([O-])C.[K+].Cl. Product: [CH2:1]([O:8][C:9]([N:11]1[CH2:12][CH2:13][CH:14]([CH2:17][O:18][C:19]2[CH:24]=[CH:23][C:22]([N+:25]([O-:27])=[O:26])=[C:21]([CH2:29][S:30]([C:33]3[C:42]4[C:37](=[CH:38][CH:39]=[CH:40][CH:41]=4)[CH:36]=[CH:35][CH:34]=3)(=[O:31])=[O:32])[CH:20]=2)[CH2:15][CH2:16]1)=[O:10])[C:2]1[CH:7]=[CH:6][CH:5]=[CH:4][CH:3]=1. The catalyst class is: 1.